Task: Regression. Given a peptide amino acid sequence and an MHC pseudo amino acid sequence, predict their binding affinity value. This is MHC class I binding data.. Dataset: Peptide-MHC class I binding affinity with 185,985 pairs from IEDB/IMGT (1) The peptide sequence is FNANAEEYHA. The MHC is HLA-B35:01 with pseudo-sequence HLA-B35:01. The binding affinity (normalized) is 0.00909. (2) The MHC is HLA-A11:01 with pseudo-sequence HLA-A11:01. The binding affinity (normalized) is 0.358. The peptide sequence is PTKRCRLLK. (3) The peptide sequence is FLFDRLTNG. The MHC is HLA-B39:01 with pseudo-sequence HLA-B39:01. The binding affinity (normalized) is 0.0847. (4) The peptide sequence is QFCFLKKG. The MHC is HLA-B27:05 with pseudo-sequence HLA-B27:05. The binding affinity (normalized) is 0.